Task: Predict the product of the given reaction.. Dataset: Forward reaction prediction with 1.9M reactions from USPTO patents (1976-2016) Given the reactants Br[C:2]1[CH:16]=[CH:15][C:5]([CH2:6][O:7][Si:8]([C:11]([CH3:14])([CH3:13])[CH3:12])([CH3:10])[CH3:9])=[CH:4][C:3]=1[O:17][CH3:18].[Cl:19][C:20]1[CH:21]=[C:22]2[C:26](=[CH:27][CH:28]=1)[NH:25][C:24](=[O:29])[C:23]2=[O:30], predict the reaction product. The product is: [Si:8]([O:7][CH2:6][C:5]1[CH:15]=[CH:16][C:2]([C:23]2([OH:30])[C:22]3[C:26](=[CH:27][CH:28]=[C:20]([Cl:19])[CH:21]=3)[NH:25][C:24]2=[O:29])=[C:3]([O:17][CH3:18])[CH:4]=1)([C:11]([CH3:14])([CH3:13])[CH3:12])([CH3:10])[CH3:9].